From a dataset of Reaction yield outcomes from USPTO patents with 853,638 reactions. Predict the reaction yield, written as a fraction of the theoretical maximum amount of product (1.0 means a 100% yield; for example, 0.34 means a 34% yield). The reactants are Cl[C:2]1[N:7]=[C:6]([NH:8][C:9]2[CH:14]=[CH:13][CH:12]=[C:11]([C:15]#[N:16])[CH:10]=2)[C:5]([F:17])=[CH:4][N:3]=1.[NH2:18][C:19]1[CH:20]=[C:21]([OH:25])[CH:22]=[CH:23][CH:24]=1. The yield is 0.620. The product is [C:15]([C:11]1[CH:10]=[C:9]([NH:8][C:6]2[C:5]([F:17])=[CH:4][N:3]=[C:2]([NH:18][C:19]3[CH:24]=[CH:23][CH:22]=[C:21]([OH:25])[CH:20]=3)[N:7]=2)[CH:14]=[CH:13][CH:12]=1)#[N:16]. No catalyst specified.